This data is from Full USPTO retrosynthesis dataset with 1.9M reactions from patents (1976-2016). The task is: Predict the reactants needed to synthesize the given product. (1) Given the product [NH2:1][C:2]1[C:3]([Cl:18])=[C:4]([OH:17])[C:5]([CH3:16])=[CH:6][C:7]=1[NH:8][C:9]1[CH:10]=[CH:11][C:12]([NH2:15])=[CH:13][CH:14]=1, predict the reactants needed to synthesize it. The reactants are: [NH2:1][C:2]1=[C:3]([Cl:18])[C:4](=[O:17])[C:5]([CH3:16])=[CH:6]/[C:7]/1=[N:8]/[C:9]1[CH:14]=[CH:13][C:12]([NH2:15])=[CH:11][CH:10]=1.S(S([O-])=O)([O-])=O.[Na+].[Na+]. (2) Given the product [Br:8][C:9]1[C:10]([O:29][CH2:30][CH:31]2[CH2:32][CH2:33][N:34]([S:4]([CH:1]3[CH2:3][CH2:2]3)(=[O:6])=[O:5])[CH2:35][CH2:36]2)=[N:11][C:12]2[N:13]([N:16]=[CH:17][C:18]=2[C:19]2[CH:20]=[N:21][C:22]3[C:27]([CH:28]=2)=[CH:26][CH:25]=[CH:24][CH:23]=3)[C:14]=1[NH2:15], predict the reactants needed to synthesize it. The reactants are: [CH:1]1([S:4](Cl)(=[O:6])=[O:5])[CH2:3][CH2:2]1.[Br:8][C:9]1[C:10]([O:29][CH2:30][CH:31]2[CH2:36][CH2:35][NH:34][CH2:33][CH2:32]2)=[N:11][C:12]2[N:13]([N:16]=[CH:17][C:18]=2[C:19]2[CH:20]=[N:21][C:22]3[C:27]([CH:28]=2)=[CH:26][CH:25]=[CH:24][CH:23]=3)[C:14]=1[NH2:15].C(N(CC)CC)C. (3) Given the product [F:1][C:2]([F:36])([F:35])[C:3]1[CH:4]=[C:5]([C:13]([CH3:34])([CH3:33])[C:14]([N:16]([C:18]2[CH:19]=[N:20][C:21]([N:42]3[C:41](=[O:43])[CH2:40][N:39]4[CH2:44][CH2:45][CH2:46][C@H:38]4[CH2:37]3)=[CH:22][C:23]=2[C:24]2[CH:29]=[CH:28][C:27]([F:30])=[CH:26][C:25]=2[CH3:31])[CH3:17])=[O:15])[CH:6]=[C:7]([C:9]([F:12])([F:11])[F:10])[CH:8]=1, predict the reactants needed to synthesize it. The reactants are: [F:1][C:2]([F:36])([F:35])[C:3]1[CH:4]=[C:5]([C:13]([CH3:34])([CH3:33])[C:14]([N:16]([C:18]2[CH:19]=[N:20][C:21](Cl)=[CH:22][C:23]=2[C:24]2[CH:29]=[CH:28][C:27]([F:30])=[CH:26][C:25]=2[CH3:31])[CH3:17])=[O:15])[CH:6]=[C:7]([C:9]([F:12])([F:11])[F:10])[CH:8]=1.[CH2:37]1[NH:42][C:41](=[O:43])[CH2:40][N:39]2[CH2:44][CH2:45][CH2:46][C@@H:38]12.CN(C)CN.C(=O)([O-])[O-].[Cs+].[Cs+]. (4) Given the product [Cl:17][C:18]1[CH:19]=[C:20]([NH:25][C:26](=[S:27])[NH:1][C:2]2[CH:3]=[C:4]([CH:14]=[CH:15][CH:16]=2)[C:5]([NH:7][C:8]2[CH:13]=[CH:12][CH:11]=[CH:10][CH:9]=2)=[O:6])[CH:21]=[C:22]([Cl:24])[CH:23]=1, predict the reactants needed to synthesize it. The reactants are: [NH2:1][C:2]1[CH:3]=[C:4]([CH:14]=[CH:15][CH:16]=1)[C:5]([NH:7][C:8]1[CH:13]=[CH:12][CH:11]=[CH:10][CH:9]=1)=[O:6].[Cl:17][C:18]1[CH:19]=[C:20]([N:25]=[C:26]=[S:27])[CH:21]=[C:22]([Cl:24])[CH:23]=1. (5) The reactants are: FC1C=C2C(C(I)=CN2S(C2C=CC=CC=2)(=O)=O)=CC=1.[F:21][C:22]1[CH:30]=[C:29]2[C:25]([C:26]([C:40]3[CH:41]=[C:42]4[C:46](=[CH:47][CH:48]=3)[N:45]([CH2:49][CH2:50][C:51]([NH2:53])=[O:52])[N:44]=[CH:43]4)=[CH:27][N:28]2S(C2C=CC=CC=2)(=O)=O)=[CH:24][CH:23]=1.FC1C=C2C(C(C3C=CC4C(=CN(CCC(N)=O)N=4)C=3)=CN2S(C2C=CC=CC=2)(=O)=O)=CC=1. Given the product [F:21][C:22]1[CH:30]=[C:29]2[C:25]([C:26]([C:40]3[CH:41]=[C:42]4[C:46](=[CH:47][CH:48]=3)[N:45]([CH2:49][CH2:50][C:51]([NH2:53])=[O:52])[N:44]=[CH:43]4)=[CH:27][NH:28]2)=[CH:24][CH:23]=1, predict the reactants needed to synthesize it. (6) Given the product [F:1][C:2]1[CH:30]=[CH:29][CH:28]=[C:27]([F:31])[C:3]=1[CH2:4][O:5][C:6]1[C:7]2[N:8]([C:18]([C:22]([O:24][CH2:25][CH3:26])=[O:23])=[C:19]([CH3:21])[N:20]=2)[CH:9]=[C:10]([C:12]#[CH:13])[CH:11]=1, predict the reactants needed to synthesize it. The reactants are: [F:1][C:2]1[CH:30]=[CH:29][CH:28]=[C:27]([F:31])[C:3]=1[CH2:4][O:5][C:6]1[C:7]2[N:8]([C:18]([C:22]([O:24][CH2:25][CH3:26])=[O:23])=[C:19]([CH3:21])[N:20]=2)[CH:9]=[C:10]([C:12]#[C:13][Si](C)(C)C)[CH:11]=1.C(=O)([O-])[O-].[K+].[K+]. (7) Given the product [CH2:22]([C:21]1[C:16]([N:13]2[CH2:14][CH2:15][N:10]([C:8]([C:5]3[CH:6]=[CH:7][C:2]([N:29]4[CH2:28][C:27]([CH3:33])([CH3:26])[O:31][C:30]4=[O:32])=[CH:3][C:4]=3[F:25])=[O:9])[CH2:11][CH2:12]2)=[N:17][CH:18]=[C:19]([CH3:24])[CH:20]=1)[CH3:23], predict the reactants needed to synthesize it. The reactants are: Br[C:2]1[CH:7]=[CH:6][C:5]([C:8]([N:10]2[CH2:15][CH2:14][N:13]([C:16]3[C:21]([CH2:22][CH3:23])=[CH:20][C:19]([CH3:24])=[CH:18][N:17]=3)[CH2:12][CH2:11]2)=[O:9])=[C:4]([F:25])[CH:3]=1.[CH3:26][C:27]1([CH3:33])[O:31][C:30](=[O:32])[NH:29][CH2:28]1.